This data is from Forward reaction prediction with 1.9M reactions from USPTO patents (1976-2016). The task is: Predict the product of the given reaction. (1) Given the reactants [N:1]1([C:10]([O:12][C:13]([CH3:16])([CH3:15])[CH3:14])=[O:11])[CH2:6][CH2:5][CH:4]([C:7]([O-:9])=O)[CH2:3][CH2:2]1.[NH2:17][CH:18]([C:27]1[CH:32]=[CH:31][CH:30]=[CH:29][CH:28]=1)[CH:19]([C:21]1[CH:26]=[CH:25][CH:24]=[CH:23][CH:22]=1)O, predict the reaction product. The product is: [C:27]1([C:18]2[N:17]=[C:7]([CH:4]3[CH2:3][CH2:2][N:1]([C:10]([O:12][C:13]([CH3:16])([CH3:15])[CH3:14])=[O:11])[CH2:6][CH2:5]3)[O:9][C:19]=2[C:21]2[CH:22]=[CH:23][CH:24]=[CH:25][CH:26]=2)[CH:28]=[CH:29][CH:30]=[CH:31][CH:32]=1. (2) Given the reactants [Cl:1][C:2]1[CH:7]=[CH:6][C:5]([C:8](=O)[CH:9]=[C:10]([C:15]2[CH:28]=[CH:27][C:18]([NH:19][C:20](=[O:26])[O:21][C:22]([CH3:25])([CH3:24])[CH3:23])=[C:17]([CH3:29])[CH:16]=2)[C:11]([F:14])([F:13])[F:12])=[CH:4][CH:3]=1.[CH3:31][NH:32][NH2:33], predict the reaction product. The product is: [Cl:1][C:2]1[CH:7]=[CH:6][C:5]([C:8]2[CH2:9][C:10]([C:15]3[CH:28]=[CH:27][C:18]([NH:19][C:20](=[O:26])[O:21][C:22]([CH3:25])([CH3:24])[CH3:23])=[C:17]([CH3:29])[CH:16]=3)([C:11]([F:14])([F:13])[F:12])[N:32]([CH3:31])[N:33]=2)=[CH:4][CH:3]=1. (3) Given the reactants Cl.[CH2:2]([O:9][C:10]([C@H:12]1[CH2:17][NH:16][CH2:15][CH2:14][N:13]1[S:18]([C:21]1[CH:26]=[CH:25][C:24]([O:27][C:28]([F:31])([F:30])[F:29])=[CH:23][CH:22]=1)(=[O:20])=[O:19])=[O:11])[C:3]1[CH:8]=[CH:7][CH:6]=[CH:5][CH:4]=1.C(N(CC)CC)C.C1C2C(COC([N:56]=[C:57]=[S:58])=O)C3C(=CC=CC=3)C=2C=CC=1.N1CCCCC1, predict the reaction product. The product is: [CH2:2]([O:9][C:10]([C@H:12]1[CH2:17][N:16]([C:57](=[S:58])[NH2:56])[CH2:15][CH2:14][N:13]1[S:18]([C:21]1[CH:26]=[CH:25][C:24]([O:27][C:28]([F:31])([F:29])[F:30])=[CH:23][CH:22]=1)(=[O:20])=[O:19])=[O:11])[C:3]1[CH:4]=[CH:5][CH:6]=[CH:7][CH:8]=1.